This data is from Forward reaction prediction with 1.9M reactions from USPTO patents (1976-2016). The task is: Predict the product of the given reaction. (1) The product is: [CH2:3]([C:4]1[C:16]([C:17]([O:19][CH3:20])=[O:18])=[N:13][O:14][C:5]=1[C:6]1[CH:11]=[CH:10][CH:9]=[CH:8][CH:7]=1)[CH:2]([CH3:12])[CH3:1]. Given the reactants [CH3:1][CH:2]([CH3:12])[CH2:3][C:4]#[C:5][C:6]1[CH:11]=[CH:10][CH:9]=[CH:8][CH:7]=1.[N+:13]([CH:16](C(OC)=O)[C:17]([O:19][CH3:20])=[O:18])([O-])=[O:14].F[P-](F)(F)(F)(F)F.C([N+]1C=CN(C)C=1)CCC, predict the reaction product. (2) Given the reactants [N:1]1([CH2:7][CH2:8][N:9]2[C:13](=[O:14])[C:12]34[CH2:30][N:29](S(C5C=CC=CC=5[N+]([O-])=O)(=O)=O)[CH2:28][C@H:15]3[CH2:16][C@@H:17]([C:18]3[C:27]5[C:22](=[CH:23][CH:24]=[CH:25][CH:26]=5)[N:21]=[CH:20][CH:19]=3)[N:11]4[C:10]2=[O:43])[CH2:6][CH2:5][O:4][CH2:3][CH2:2]1.[S-]C1C=CC=CC=1.[Na+], predict the reaction product. The product is: [N:1]1([CH2:7][CH2:8][N:9]2[C:13](=[O:14])[C:12]34[CH2:30][NH:29][CH2:28][C@H:15]3[CH2:16][C@@H:17]([C:18]3[C:27]5[C:22](=[CH:23][CH:24]=[CH:25][CH:26]=5)[N:21]=[CH:20][CH:19]=3)[N:11]4[C:10]2=[O:43])[CH2:2][CH2:3][O:4][CH2:5][CH2:6]1. (3) The product is: [CH2:1]([C@H:8]1[CH2:9][N:10]([C:14]2[CH:19]=[CH:18][C:17]([O:20][CH3:21])=[C:16]([O:22][CH:23]3[CH2:27][CH2:26][CH2:25][CH2:24]3)[CH:15]=2)[CH2:11][CH2:12][N:13]1[CH3:30])[C:2]1[CH:3]=[CH:4][CH:5]=[CH:6][CH:7]=1. Given the reactants [CH2:1]([C@@H:8]1[NH:13][CH2:12][CH2:11][N:10]([C:14]2[CH:19]=[CH:18][C:17]([O:20][CH3:21])=[C:16]([O:22][CH:23]3[CH2:27][CH2:26][CH2:25][CH2:24]3)[CH:15]=2)[CH2:9]1)[C:2]1[CH:7]=[CH:6][CH:5]=[CH:4][CH:3]=1.C=O.[C:30](O[BH-](OC(=O)C)OC(=O)C)(=O)C.[Na+], predict the reaction product. (4) Given the reactants [OH:1][CH2:2][C:3]([CH3:25])([CH3:24])[CH2:4][CH2:5][CH2:6][N:7]1[CH2:22][CH:10]2[CH2:11][N:12](C(OC(C)(C)C)=O)[CH2:13][CH2:14][N:9]2[C:8]1=[O:23].C(O)(C(F)(F)F)=O, predict the reaction product. The product is: [OH:1][CH2:2][C:3]([CH3:25])([CH3:24])[CH2:4][CH2:5][CH2:6][N:7]1[CH2:22][CH:10]2[CH2:11][NH:12][CH2:13][CH2:14][N:9]2[C:8]1=[O:23]. (5) Given the reactants [Si:1]([O:8][CH:9]([C:22]1[O:23][CH:24]=[CH:25][N:26]=1)[CH2:10][CH2:11][CH2:12][CH2:13][CH2:14][CH2:15][C:16]1[CH:21]=[CH:20][CH:19]=[CH:18][CH:17]=1)([C:4]([CH3:7])([CH3:6])[CH3:5])([CH3:3])[CH3:2].[Li]C(C)(C)C.[Cl:32]N1C(=O)CCC1=O, predict the reaction product. The product is: [Si:1]([O:8][CH:9]([C:22]1[O:23][C:24]([Cl:32])=[CH:25][N:26]=1)[CH2:10][CH2:11][CH2:12][CH2:13][CH2:14][CH2:15][C:16]1[CH:21]=[CH:20][CH:19]=[CH:18][CH:17]=1)([C:4]([CH3:7])([CH3:5])[CH3:6])([CH3:2])[CH3:3]. (6) Given the reactants [OH:1][CH2:2][CH2:3][O:4][CH2:5][CH2:6][N:7]1[CH2:12][CH2:11][N:10](C(OC(C)(C)C)=O)[CH2:9][CH:8]1[CH2:20][NH:21][C:22](=[O:27])[C:23]([F:26])([F:25])[F:24], predict the reaction product. The product is: [F:25][C:23]([F:24])([F:26])[C:22]([NH:21][CH2:20][CH:8]1[CH2:9][NH:10][CH2:11][CH2:12][N:7]1[CH2:6][CH2:5][O:4][CH2:3][CH2:2][OH:1])=[O:27]. (7) The product is: [ClH:8].[Cl:8][C:9]1[CH:10]=[CH:11][C:12]([CH2:13][CH2:14][N:15]2[CH2:20][CH2:19][CH2:18][CH2:17][C@@H:16]2[CH2:21][N:22]2[C:28]3[CH:29]=[CH:30][CH:31]=[CH:32][C:27]=3[CH2:26][O:25][C:24]3[CH:33]=[CH:34][CH:35]=[CH:36][C:23]2=3)=[CH:37][CH:38]=1. Given the reactants Cl.C(OCC)(=O)C.[Cl:8][C:9]1[CH:38]=[CH:37][C:12]([CH2:13][CH2:14][N:15]2[CH2:20][CH2:19][CH2:18][CH2:17][C@@H:16]2[CH2:21][N:22]2[C:28]3[CH:29]=[CH:30][CH:31]=[CH:32][C:27]=3[CH2:26][O:25][C:24]3[CH:33]=[CH:34][CH:35]=[CH:36][C:23]2=3)=[CH:11][CH:10]=1, predict the reaction product. (8) Given the reactants [N+:1]([C:4]1[CH:12]=[C:11]([Cl:13])[CH:10]=[CH:9][C:5]=1[C:6]([OH:8])=O)([O-:3])=[O:2].C(Cl)(=O)C(Cl)=O.[CH2:20]([O:22][CH:23]([O:35][CH2:36][CH3:37])[CH2:24][O:25][C:26]1[CH:32]=[CH:31][C:29]([NH2:30])=[CH:28][C:27]=1[O:33][CH3:34])[CH3:21].C(N(CC)CC)C, predict the reaction product. The product is: [Cl:13][C:11]1[CH:10]=[CH:9][C:5]([C:6]([NH:30][C:29]2[CH:31]=[CH:32][C:26]([O:25][CH2:24][CH:23]([O:35][CH2:36][CH3:37])[O:22][CH2:20][CH3:21])=[C:27]([O:33][CH3:34])[CH:28]=2)=[O:8])=[C:4]([N+:1]([O-:3])=[O:2])[CH:12]=1. (9) Given the reactants [Cl-].[CH3:2][O:3][CH2:4][PH3+].C([N-]C(C)C)(C)C.[Li+].[C:14]1([C:20]2[O:21][C:22]([CH3:38])=[C:23]([CH2:25][CH2:26][C:27]3[C:31]4[CH:32]=[CH:33][C:34]([CH:36]=O)=[CH:35][C:30]=4[O:29][N:28]=3)[N:24]=2)[CH:19]=[CH:18][CH:17]=[CH:16][CH:15]=1.[Cl-].[NH4+], predict the reaction product. The product is: [CH3:2][O:3][CH:4]=[CH:36][C:34]1[CH:33]=[CH:32][C:31]2[C:27]([CH2:26][CH2:25][C:23]3[N:24]=[C:20]([C:14]4[CH:15]=[CH:16][CH:17]=[CH:18][CH:19]=4)[O:21][C:22]=3[CH3:38])=[N:28][O:29][C:30]=2[CH:35]=1.